This data is from Forward reaction prediction with 1.9M reactions from USPTO patents (1976-2016). The task is: Predict the product of the given reaction. (1) Given the reactants [O:1]1[CH2:5][CH2:4][C@@H:3]([C:6]([O:8]CC)=O)[N:2]1[C:11]([O:13][C:14]([CH3:17])([CH3:16])[CH3:15])=[O:12].[OH-].[Li+].Cl.[Cl:21][C:22]1[CH:23]=[CH:24][C:25]([N:30]2[CH:34]=[N:33][N:32]=[N:31]2)=[C:26]([CH:29]=1)[CH2:27][NH2:28].OC1C2N=NNC=2C=CC=1.C(Cl)CCl.CN1CCOCC1, predict the reaction product. The product is: [Cl:21][C:22]1[CH:23]=[CH:24][C:25]([N:30]2[CH:34]=[N:33][N:32]=[N:31]2)=[C:26]([CH:29]=1)[CH2:27][NH:28][C:6]([C@@H:3]1[CH2:4][CH2:5][O:1][N:2]1[C:11]([O:13][C:14]([CH3:15])([CH3:16])[CH3:17])=[O:12])=[O:8]. (2) Given the reactants [Cl:1][C:2]1[CH:3]=[C:4]([C:8]2[O:16][C:15]3[CH:14]=[CH:13][N:12]([C:17]4[CH:18]=[C:19]5[C:23](=[CH:24][CH:25]=4)[NH:22][N:21]=[CH:20]5)[C:11](=[O:26])[C:10]=3[CH:9]=2)[CH:5]=[CH:6][CH:7]=1.Cl.Cl[CH2:29][CH2:30][N:31]1[CH2:35][CH2:34][CH2:33][CH2:32]1.C([O-])([O-])=O.[Cs+].[Cs+], predict the reaction product. The product is: [Cl:1][C:2]1[CH:3]=[C:4]([C:8]2[O:16][C:15]3[CH:14]=[CH:13][N:12]([C:17]4[CH:18]=[C:19]5[C:23](=[CH:24][CH:25]=4)[N:22]([CH2:29][CH2:30][N:31]4[CH2:35][CH2:34][CH2:33][CH2:32]4)[N:21]=[CH:20]5)[C:11](=[O:26])[C:10]=3[CH:9]=2)[CH:5]=[CH:6][CH:7]=1.